This data is from Full USPTO retrosynthesis dataset with 1.9M reactions from patents (1976-2016). The task is: Predict the reactants needed to synthesize the given product. (1) Given the product [C:24](/[N:23]=[C:21](\[S:22][CH3:35])/[NH:20][C:15]1[CH:16]=[CH:17][C:18]([CH3:19])=[C:13]([C:4]2[C:3](=[O:32])[N:2]([CH3:1])[C:11]3[C:6]([CH:5]=2)=[CH:7][N:8]=[C:9]([CH3:12])[CH:10]=3)[CH:14]=1)(=[O:31])[C:25]1[CH:26]=[CH:27][CH:28]=[CH:29][CH:30]=1, predict the reactants needed to synthesize it. The reactants are: [CH3:1][N:2]1[C:11]2[C:6](=[CH:7][N:8]=[C:9]([CH3:12])[CH:10]=2)[CH:5]=[C:4]([C:13]2[CH:14]=[C:15]([NH:20][C:21]([NH:23][C:24](=[O:31])[C:25]3[CH:30]=[CH:29][CH:28]=[CH:27][CH:26]=3)=[S:22])[CH:16]=[CH:17][C:18]=2[CH3:19])[C:3]1=[O:32].[OH-].[Na+].[CH3:35]I. (2) Given the product [Br:1][C:2]1[CH:3]=[C:4]([NH2:23])[C:5]([N:6]([CH2:13][C:14]2[CH:15]=[CH:16][C:17]([Cl:20])=[CH:18][CH:19]=2)[CH2:7][CH2:8][C:9]([F:11])([F:12])[F:10])=[CH:21][CH:22]=1, predict the reactants needed to synthesize it. The reactants are: [Br:1][C:2]1[CH:22]=[CH:21][C:5]([N:6]([CH2:13][C:14]2[CH:19]=[CH:18][C:17]([Cl:20])=[CH:16][CH:15]=2)[CH2:7][CH2:8][C:9]([F:12])([F:11])[F:10])=[C:4]([N+:23]([O-])=O)[CH:3]=1.C(N(CCC(F)(F)F)C1C=CC(Br)=CC=1[N+]([O-])=O)C1C=CC=CC=1.C(N(CCC(F)(F)F)C1C(N)=CC(Br)=CC=1)C1C=CC=CC=1. (3) Given the product [F:13][C:10]1[CH:11]=[CH:12][C:7]([CH2:17][OH:18])=[N:8][CH:9]=1, predict the reactants needed to synthesize it. The reactants are: C([Li])CCC.Br[C:7]1[CH:12]=[CH:11][C:10]([F:13])=[CH:9][N:8]=1.CN([CH:17]=[O:18])C.[BH4-].[Na+]. (4) Given the product [CH2:25]([O:32][C:33]1[CH:34]=[CH:35][C:36]([C:37]#[N:38])=[C:39]([CH3:3])[C:40]=1[N:18]1[C:14](=[O:24])[C:15]2[C:16](=[CH:20][CH:21]=[CH:22][CH:23]=2)[C:17]1=[O:19])[C:26]1[CH:27]=[CH:28][CH:29]=[CH:30][CH:31]=1, predict the reactants needed to synthesize it. The reactants are: N(C(OCC)=O)=N[C:3](OCC)=O.[K].[C:14]1(=[O:24])[NH:18][C:17](=[O:19])[C:16]2=[CH:20][CH:21]=[CH:22][CH:23]=[C:15]12.[CH2:25]([O:32][C:33]1[CH:40]=[CH:39][C:36]([C:37]#[N:38])=[CH:35][C:34]=1CO)[C:26]1[CH:31]=[CH:30][CH:29]=[CH:28][CH:27]=1.C1(P(C2C=CC=CC=2)C2C=CC=CC=2)C=CC=CC=1. (5) Given the product [NH:27]1[C:31]2[CH:32]=[CH:33][C:34]([C:2]3[CH:3]=[C:4]([C:14]([NH:16][CH2:17][C:18]4[C:19](=[O:26])[NH:20][C:21]([CH3:25])=[CH:22][C:23]=4[CH3:24])=[O:15])[C:5]4[CH:10]=[N:9][N:8]([CH:11]([CH3:13])[CH3:12])[C:6]=4[N:7]=3)=[CH:35][C:30]=2[N:29]=[N:28]1, predict the reactants needed to synthesize it. The reactants are: Cl[C:2]1[CH:3]=[C:4]([C:14]([NH:16][CH2:17][C:18]2[C:19](=[O:26])[NH:20][C:21]([CH3:25])=[CH:22][C:23]=2[CH3:24])=[O:15])[C:5]2[CH:10]=[N:9][N:8]([CH:11]([CH3:13])[CH3:12])[C:6]=2[N:7]=1.[NH:27]1[C:31]2[CH:32]=[CH:33][C:34](B(O)O)=[CH:35][C:30]=2[N:29]=[N:28]1.C(=O)([O-])[O-].[Na+].[Na+]. (6) The reactants are: CN1CCOCC1.[CH:8]1([C:11]([OH:13])=O)[CH2:10][CH2:9]1.ClC(OCC(C)C)=O.[Cl:22][C:23]1[CH:28]=[CH:27][C:26]([NH2:29])=[C:25]([NH2:30])[CH:24]=1. Given the product [NH2:29][C:26]1[CH:27]=[CH:28][C:23]([Cl:22])=[CH:24][C:25]=1[NH:30][C:11]([CH:8]1[CH2:10][CH2:9]1)=[O:13], predict the reactants needed to synthesize it. (7) Given the product [C:12]([O:11][C:9]([NH:16][CH2:17][C@H:18]1[CH2:19][CH2:20][C@H:21]([C:24]([OH:26])=[O:25])[CH2:22][CH2:23]1)=[O:10])([CH3:13])([CH3:14])[CH3:15], predict the reactants needed to synthesize it. The reactants are: [CH3:13][C:12]([O:11][C:9](O[C:9]([O:11][C:12]([CH3:15])([CH3:14])[CH3:13])=[O:10])=[O:10])([CH3:15])[CH3:14].[NH2:16][CH2:17][C@H:18]1[CH2:23][CH2:22][C@H:21]([C:24]([OH:26])=[O:25])[CH2:20][CH2:19]1.C(=O)(O)[O-].[Na+].Cl.